Dataset: NCI-60 drug combinations with 297,098 pairs across 59 cell lines. Task: Regression. Given two drug SMILES strings and cell line genomic features, predict the synergy score measuring deviation from expected non-interaction effect. (1) Drug 2: C(CN)CNCCSP(=O)(O)O. Cell line: SK-MEL-28. Synergy scores: CSS=42.1, Synergy_ZIP=4.07, Synergy_Bliss=0.864, Synergy_Loewe=-38.5, Synergy_HSA=-0.772. Drug 1: CC=C1C(=O)NC(C(=O)OC2CC(=O)NC(C(=O)NC(CSSCCC=C2)C(=O)N1)C(C)C)C(C)C. (2) Drug 1: C1=NC(=NC(=O)N1C2C(C(C(O2)CO)O)O)N. Drug 2: C#CCC(CC1=CN=C2C(=N1)C(=NC(=N2)N)N)C3=CC=C(C=C3)C(=O)NC(CCC(=O)O)C(=O)O. Cell line: NCI-H322M. Synergy scores: CSS=61.7, Synergy_ZIP=2.99, Synergy_Bliss=0.642, Synergy_Loewe=-29.0, Synergy_HSA=0.362. (3) Drug 1: CNC(=O)C1=CC=CC=C1SC2=CC3=C(C=C2)C(=NN3)C=CC4=CC=CC=N4. Drug 2: CC1=C(C(=CC=C1)Cl)NC(=O)C2=CN=C(S2)NC3=CC(=NC(=N3)C)N4CCN(CC4)CCO. Cell line: SK-MEL-28. Synergy scores: CSS=5.58, Synergy_ZIP=-0.0288, Synergy_Bliss=0.602, Synergy_Loewe=-7.30, Synergy_HSA=-2.70. (4) Drug 1: CN(C(=O)NC(C=O)C(C(C(CO)O)O)O)N=O. Drug 2: C1CNP(=O)(OC1)N(CCCl)CCCl. Cell line: NCIH23. Synergy scores: CSS=2.81, Synergy_ZIP=-2.91, Synergy_Bliss=-6.75, Synergy_Loewe=-1.82, Synergy_HSA=-4.65.